Predict the reaction yield, written as a fraction of the theoretical maximum amount of product (1.0 means a 100% yield; for example, 0.34 means a 34% yield). From a dataset of Reaction yield outcomes from USPTO patents with 853,638 reactions. (1) The reactants are [CH2:1]([O:8][C:9]1[C:10]([C:23](O)=[O:24])=[N:11][CH:12]=[C:13]([O:15][CH2:16][C:17]2[CH:22]=[CH:21][CH:20]=[CH:19][CH:18]=2)[CH:14]=1)[C:2]1[CH:7]=[CH:6][CH:5]=[CH:4][CH:3]=1.Cl.[C:27]([O:31][C:32](=[O:35])[CH2:33][NH2:34])([CH3:30])([CH3:29])[CH3:28].C(N(C(C)C)CC)(C)C. The catalyst is CN(C=O)C.ON1C2C=CC=CC=2N=N1. The product is [C:27]([O:31][C:32](=[O:35])[CH2:33][NH:34][C:23]([C:10]1[C:9]([O:8][CH2:1][C:2]2[CH:7]=[CH:6][CH:5]=[CH:4][CH:3]=2)=[CH:14][C:13]([O:15][CH2:16][C:17]2[CH:22]=[CH:21][CH:20]=[CH:19][CH:18]=2)=[CH:12][N:11]=1)=[O:24])([CH3:30])([CH3:29])[CH3:28]. The yield is 0.990. (2) The reactants are Br[C:2]1[CH:11]=[C:10]2[C:5]([CH:6]=[C:7]([C:12]3[CH:17]=[C:16]([F:18])[CH:15]=[CH:14][C:13]=3[Cl:19])[CH:8]=[N:9]2)=[CH:4][N:3]=1.[CH:20]1([C:23]([NH2:25])=[O:24])[CH2:22][CH2:21]1.C1(P(C2C=CC=CC=2)C2C3OC4C(=CC=CC=4P(C4C=CC=CC=4)C4C=CC=CC=4)C(C)(C)C=3C=CC=2)C=CC=CC=1.C(=O)([O-])[O-].[Cs+].[Cs+]. The catalyst is O1CCOCC1.C(OCC)(=O)C.C([O-])(=O)C.[Pd+2].C([O-])(=O)C. The product is [Cl:19][C:13]1[CH:14]=[CH:15][C:16]([F:18])=[CH:17][C:12]=1[C:7]1[CH:8]=[N:9][C:10]2[C:5]([CH:6]=1)=[CH:4][N:3]=[C:2]([NH:25][C:23]([CH:20]1[CH2:22][CH2:21]1)=[O:24])[CH:11]=2. The yield is 0.400. (3) The reactants are C1(P(C2CCCCC2)C2C=CC=CC=2C2C=CC=CC=2)CCCCC1.[CH3:26][C:27]1[N:31]=[C:30]([C:32]2[CH:37]=[CH:36][C:35]([NH2:38])=[CH:34][CH:33]=2)[S:29][N:28]=1.Cl[C:40]1[N:45]=[C:44]([C:46]([OH:49])([CH3:48])[CH3:47])[CH:43]=[C:42]([C:50]2[CH:55]=[CH:54][C:53]([C:56]([F:59])([F:58])[F:57])=[CH:52][CH:51]=2)[N:41]=1.O. The catalyst is O1CCOCC1.C([O-])(=O)C.[Pd+2].C([O-])(=O)C. The product is [CH3:26][C:27]1[N:31]=[C:30]([C:32]2[CH:37]=[CH:36][C:35]([NH:38][C:40]3[N:45]=[C:44]([C:46]([OH:49])([CH3:48])[CH3:47])[CH:43]=[C:42]([C:50]4[CH:55]=[CH:54][C:53]([C:56]([F:59])([F:57])[F:58])=[CH:52][CH:51]=4)[N:41]=3)=[CH:34][CH:33]=2)[S:29][N:28]=1. The yield is 0.280. (4) The reactants are Br[C:2]1[CH:7]=[CH:6][C:5]([Br:8])=[CH:4][CH:3]=1.C([Li])CCC.CCCCCC.CON(C)[C:23](=[O:32])[C:24]1[CH:29]=[CH:28][C:27]([O:30][CH3:31])=[N:26][CH:25]=1. The catalyst is O1CCCC1.O. The product is [Br:8][C:5]1[CH:6]=[CH:7][C:2]([C:23]([C:24]2[CH:25]=[N:26][C:27]([O:30][CH3:31])=[CH:28][CH:29]=2)=[O:32])=[CH:3][CH:4]=1. The yield is 0.690.